Dataset: M1 muscarinic receptor antagonist screen with 61,756 compounds. Task: Binary Classification. Given a drug SMILES string, predict its activity (active/inactive) in a high-throughput screening assay against a specified biological target. The drug is O(CCC(C)C)CC(Oc1c(cccc1)C(O)=O)=O. The result is 0 (inactive).